Dataset: Peptide-MHC class I binding affinity with 185,985 pairs from IEDB/IMGT. Task: Regression. Given a peptide amino acid sequence and an MHC pseudo amino acid sequence, predict their binding affinity value. This is MHC class I binding data. The peptide sequence is VMTEGRHAV. The MHC is HLA-A03:01 with pseudo-sequence HLA-A03:01. The binding affinity (normalized) is 0.0847.